Dataset: In vitro SARS-CoV-2 activity screen of 1,480 approved drugs from Prestwick library. Task: Binary Classification. Given a drug SMILES string, predict its activity (active/inactive) in a high-throughput screening assay against a specified biological target. (1) The drug is Cl.O[C@@H](CNC[C@H](O)[C@H]1CCc2cc(F)ccc2O1)[C@@H]1CCc2cc(F)ccc2O1. The result is 0 (inactive). (2) The result is 0 (inactive). The molecule is CC(C)N1CCN(c2ccc(OC[C@H]3CO[C@](Cn4cncn4)(c4ccc(Cl)cc4Cl)O3)cc2)CC1. (3) The compound is CCOc1ccccc1OCC1CNCCO1.Cl. The result is 0 (inactive). (4) The compound is CS(=O)(=O)OCCCCOS(C)(=O)=O. The result is 0 (inactive). (5) The compound is CC(=O)OCC(=O)[C@H]1CC[C@H]2[C@@H]3CC[C@H]4C[C@H](O)CC[C@]4(C)[C@H]3C(=O)C[C@]12C. The result is 1 (active). (6) The drug is CC(COc1ccccc1)NN.Cl.Cl. The result is 0 (inactive).